This data is from Full USPTO retrosynthesis dataset with 1.9M reactions from patents (1976-2016). The task is: Predict the reactants needed to synthesize the given product. (1) Given the product [CH3:1][N:2]([CH2:3][C:4]#[CH:5])[C:20](=[O:21])[C:17]1[CH:16]=[CH:15][C:14]([C:13]([F:24])([F:23])[F:12])=[N:19][CH:18]=1, predict the reactants needed to synthesize it. The reactants are: [CH3:1][NH:2][CH2:3][C:4]#[CH:5].N1C=CC=CC=1.[F:12][C:13]([F:24])([F:23])[C:14]1[N:19]=[CH:18][C:17]([C:20](Cl)=[O:21])=[CH:16][CH:15]=1. (2) Given the product [NH:1]([C:5]1[CH:6]=[C:7]([S:11]([NH:14][C:15]2[CH:16]=[C:17]([CH2:21][CH:22]([NH:28][C:29](=[O:38])[CH2:30][CH2:31][C:32]3[CH:33]=[CH:34][CH:35]=[CH:36][CH:37]=3)[C:23]([OH:25])=[O:24])[CH:18]=[CH:19][CH:20]=2)(=[O:13])=[O:12])[CH:8]=[CH:9][CH:10]=1)[C:2]([NH2:4])=[NH:3], predict the reactants needed to synthesize it. The reactants are: [NH:1]([C:5]1[CH:6]=[C:7]([S:11]([NH:14][C:15]2[CH:16]=[C:17]([CH2:21][CH:22]([NH:28][C:29](=[O:38])[CH2:30][CH2:31][C:32]3[CH:37]=[CH:36][CH:35]=[CH:34][CH:33]=3)[C:23]([O:25]CC)=[O:24])[CH:18]=[CH:19][CH:20]=2)(=[O:13])=[O:12])[CH:8]=[CH:9][CH:10]=1)[C:2]([NH2:4])=[NH:3].[OH-].[Li+]. (3) Given the product [Br:1][C:2]1[CH:9]=[CH:8][C:7]([CH2:10][Br:13])=[CH:6][C:3]=1[C:4]#[N:5], predict the reactants needed to synthesize it. The reactants are: [Br:1][C:2]1[CH:9]=[CH:8][C:7]([CH2:10]O)=[CH:6][C:3]=1[C:4]#[N:5].P(Br)(Br)[Br:13]. (4) Given the product [NH2:8][C:7]1[S:6][C:5]([C:20]([O:22][CH2:23][CH3:24])=[O:21])=[C:4]([I:25])[C:3]=1[C:1]#[N:2], predict the reactants needed to synthesize it. The reactants are: [C:1]([C:3]1[C:4]([I:25])=[C:5]([C:20]([O:22][CH2:23][CH3:24])=[O:21])[S:6][C:7]=1[NH:8]CC1C=CC(OC)=CC=1OC)#[N:2].FC(F)(F)C(O)=O. (5) Given the product [Cl:17][C:5]1[C:6]2[C:11](=[CH:10][C:9]([O:12][CH3:13])=[CH:8][CH:7]=2)[C:2]([I:1])=[CH:3][N:4]=1, predict the reactants needed to synthesize it. The reactants are: [I:1][C:2]1[C:11]2[C:6](=[CH:7][CH:8]=[C:9]([O:12][CH3:13])[CH:10]=2)[C:5](O)=[N:4][CH:3]=1.O=P(Cl)(Cl)[Cl:17]. (6) Given the product [Br:23][CH2:3][C:4](=[O:22])[C@@H:5]([NH:14][C:15](=[O:21])[O:16][C:17]([CH3:20])([CH3:19])[CH3:18])[CH2:6][CH2:7][C:8]1[CH:13]=[CH:12][CH:11]=[CH:10][CH:9]=1, predict the reactants needed to synthesize it. The reactants are: [N+](=[CH:3][C:4](=[O:22])[C@@H:5]([NH:14][C:15](=[O:21])[O:16][C:17]([CH3:20])([CH3:19])[CH3:18])[CH2:6][CH2:7][C:8]1[CH:13]=[CH:12][CH:11]=[CH:10][CH:9]=1)=[N-].[BrH:23].C(O)(=O)C. (7) Given the product [CH3:28][O:27][C:20]1[CH:21]=[CH:22][CH:23]=[C:24]([O:25][CH3:26])[C:19]=1[CH:18]1[N:14]([CH2:13][C:12]2[CH:11]=[CH:10][C:9]([OH:8])=[CH:31][CH:30]=2)[C:15](=[O:29])[CH2:16][CH2:17]1, predict the reactants needed to synthesize it. The reactants are: C([O:8][C:9]1[CH:31]=[CH:30][C:12]([CH2:13][N:14]2[CH:18]([C:19]3[C:24]([O:25][CH3:26])=[CH:23][CH:22]=[CH:21][C:20]=3[O:27][CH3:28])[CH2:17][CH2:16][C:15]2=[O:29])=[CH:11][CH:10]=1)C1C=CC=CC=1.